Dataset: Full USPTO retrosynthesis dataset with 1.9M reactions from patents (1976-2016). Task: Predict the reactants needed to synthesize the given product. Given the product [CH3:31][O:30][N:29]([CH3:28])[C:12]([CH:10]1[CH2:9][N:8]([C:1]([O:3][C:4]([CH3:5])([CH3:6])[CH3:7])=[O:2])[CH2:11]1)=[O:14], predict the reactants needed to synthesize it. The reactants are: [C:1]([N:8]1[CH2:11][CH:10]([C:12]([OH:14])=O)[CH2:9]1)([O:3][C:4]([CH3:7])([CH3:6])[CH3:5])=[O:2].C1N=CN(C(N2C=NC=C2)=O)C=1.Cl.[CH3:28][NH:29][O:30][CH3:31].